Predict the product of the given reaction. From a dataset of Forward reaction prediction with 1.9M reactions from USPTO patents (1976-2016). (1) Given the reactants [C:1]([C:5]1[CH:10]=[CH:9][C:8]([S:11]([NH:14][C:15]2[C:20]([C:21]3[CH:26]=[CH:25][C:24]([CH3:27])=[CH:23][CH:22]=3)=[C:19](Cl)[N:18]=[CH:17][N:16]=2)(=[O:13])=[O:12])=[CH:7][CH:6]=1)([CH3:4])([CH3:3])[CH3:2].[O:29]([CH2:36][C:37]#[C:38][CH2:39][OH:40])[C:30]1[CH:35]=[CH:34][CH:33]=[CH:32][CH:31]=1.C1(OCC#C)C=CC=CC=1.C=O.[H-].[Na+], predict the reaction product. The product is: [C:1]([C:5]1[CH:10]=[CH:9][C:8]([S:11]([NH:14][C:15]2[C:20]([C:21]3[CH:26]=[CH:25][C:24]([CH3:27])=[CH:23][CH:22]=3)=[C:19]([O:40][CH2:39][C:38]#[C:37][CH2:36][O:29][C:30]3[CH:35]=[CH:34][CH:33]=[CH:32][CH:31]=3)[N:18]=[CH:17][N:16]=2)(=[O:13])=[O:12])=[CH:7][CH:6]=1)([CH3:4])([CH3:3])[CH3:2]. (2) The product is: [Cl:17][C:10]1[CH:11]=[CH:12][C:13]2[CH2:14][CH2:15][N:18]([C:19]([O:20][C:21]([CH3:24])([CH3:23])[CH3:22])=[O:25])[CH:7]([C:6]3[CH:5]=[C:4]([CH:26]4[O:27][CH2:28][CH2:29][O:30]4)[S:3][C:2]=3[Cl:1])[C:8]=2[N:9]=1. Given the reactants [Cl:1][C:2]1[S:3][C:4]([CH:26]2[O:30][CH2:29][CH2:28][O:27]2)=[CH:5][C:6]=1[CH:7]([NH:18][C:19](=[O:25])[O:20][C:21]([CH3:24])([CH3:23])[CH3:22])[C:8]1[C:13]([CH2:14][CH2:15]O)=[CH:12][CH:11]=[C:10]([Cl:17])[N:9]=1.C(N(CC)C(C)C)(C)C.CS(Cl)(=O)=O.[H-].[Na+], predict the reaction product. (3) Given the reactants [OH2:1].O.O.O.O.[N+]([O-])([O-])=[O:7].[Bi+3:10].[N+]([O-])([O-])=[O:12].[N+]([O-])([O-])=[O:16].[N+]([O-])([O-])=[O:20].[K+].[N+]([O-])([O-])=[O:25].[Cs+].[NH4+].[NH4+].O.O.O.O.[O-:35][Mo:36]([O-])(=O)=O, predict the reaction product. The product is: [O-2:7].[O-2:12].[O-2:16].[O-2:20].[O-2:25].[O-2:35].[O-2:1].[O-2:7].[O-2:7].[Mo:36].[Mo:36].[Bi+3:10].[Bi+3:10]. (4) Given the reactants [NH2:1][C:2]1[CH:10]=[C:9]([F:11])[C:5]([C:6]([OH:8])=[O:7])=[C:4]([F:12])[CH:3]=1.C(=O)([O-])[O-].[K+].[K+].[CH2:19](Br)[C:20]1[CH:25]=[CH:24][CH:23]=[CH:22][CH:21]=1, predict the reaction product. The product is: [NH2:1][C:2]1[CH:3]=[C:4]([F:12])[C:5]([C:6]([O:8][CH2:19][C:20]2[CH:25]=[CH:24][CH:23]=[CH:22][CH:21]=2)=[O:7])=[C:9]([F:11])[CH:10]=1. (5) Given the reactants [OH:1][C:2]1[CH:9]=[CH:8][C:5]([CH:6]=[O:7])=[CH:4][CH:3]=1.O[CH:11]1[CH2:15][CH2:14][N:13]([C:16]([O:18][C:19]([CH3:22])([CH3:21])[CH3:20])=[O:17])[CH2:12]1.C1(P(C2C=CC=CC=2)C2C=CC=CC=2)C=CC=CC=1.N(C(OCC)=O)=NC(OCC)=O, predict the reaction product. The product is: [CH:6]([C:5]1[CH:8]=[CH:9][C:2]([O:1][CH:15]2[CH2:11][CH2:12][N:13]([C:16]([O:18][C:19]([CH3:22])([CH3:21])[CH3:20])=[O:17])[CH2:14]2)=[CH:3][CH:4]=1)=[O:7].